Dataset: Peptide-MHC class II binding affinity with 134,281 pairs from IEDB. Task: Regression. Given a peptide amino acid sequence and an MHC pseudo amino acid sequence, predict their binding affinity value. This is MHC class II binding data. (1) The peptide sequence is SKISGEWYSIFLASD. The MHC is HLA-DQA10101-DQB10501 with pseudo-sequence HLA-DQA10101-DQB10501. The binding affinity (normalized) is 0.405. (2) The peptide sequence is DTFRKLFDVYSNFLR. The MHC is DRB1_0404 with pseudo-sequence DRB1_0404. The binding affinity (normalized) is 0.302.